From a dataset of Full USPTO retrosynthesis dataset with 1.9M reactions from patents (1976-2016). Predict the reactants needed to synthesize the given product. Given the product [Cl:2][C:3]1[CH:4]=[C:5]([C:15](=[O:17])[CH3:16])[CH:6]=[N:7][C:8]=1[N:9]1[CH2:14][CH2:13][N:12]([C:19]2[NH:23][C:22]3[CH:24]=[C:25]([C:28]([F:31])([F:30])[F:29])[CH:26]=[CH:27][C:21]=3[N:20]=2)[CH2:11][CH2:10]1, predict the reactants needed to synthesize it. The reactants are: Cl.[Cl:2][C:3]1[CH:4]=[C:5]([C:15](=[O:17])[CH3:16])[CH:6]=[N:7][C:8]=1[N:9]1[CH2:14][CH2:13][NH:12][CH2:11][CH2:10]1.Cl[C:19]1[NH:23][C:22]2[CH:24]=[C:25]([C:28]([F:31])([F:30])[F:29])[CH:26]=[CH:27][C:21]=2[N:20]=1.